Dataset: Forward reaction prediction with 1.9M reactions from USPTO patents (1976-2016). Task: Predict the product of the given reaction. (1) Given the reactants [O:1]=[C:2]([N:8]([CH3:16])[CH2:9][C:10]1[N:15]=[CH:14][CH:13]=[CH:12][N:11]=1)[C:3]([O:5]CC)=O.Cl[C:18]1[CH:19]=[C:20]([CH:29]=[CH:30][C:31]=1[F:32])[CH2:21][N:22]1[CH2:27][CH2:26][CH:25]=[CH:24][C:23]1=[O:28].[Li+].C[Si]([N-][Si](C)(C)C)(C)C, predict the reaction product. The product is: [N:15]1[CH:14]=[CH:13][CH:12]=[N:11][C:10]=1[CH:9]1[N:8]([CH3:16])[C:2](=[O:1])[C:3]([OH:5])=[C:24]2[CH:25]1[CH2:26][CH2:27][N:22]([CH2:21][C:20]1[CH:19]=[CH:18][C:31]([F:32])=[CH:30][CH:29]=1)[C:23]2=[O:28]. (2) Given the reactants [F:1][C:2]([F:25])([C:6]([F:24])([F:23])[C:7]([F:22])([F:21])[C:8]([F:20])([F:19])[C:9]([F:18])([F:17])[C:10]([F:16])([F:15])[C:11]([F:14])([F:13])[F:12])[C:3](Cl)=[O:4].[OH:26][C:27]1[CH:69]=[CH:68][C:30]([C:31]2[CH:36]=[CH:35][C:34]([C:37]3[C:50]4[C:45](=[CH:46][CH:47]=[CH:48][CH:49]=4)[C:44]4[CH:43]=[CH:42][C:41]([C:62]5[CH:67]=[CH:66][CH:65]=[CH:64][CH:63]=5)([C:51]5[CH:56]=[CH:55][C:54]([N:57]6[CH2:61][CH2:60][CH2:59][CH2:58]6)=[CH:53][CH:52]=5)[O:40][C:39]=4[CH:38]=3)=[CH:33][CH:32]=2)=[CH:29][CH:28]=1.N1C=CC=CC=1.Cl, predict the reaction product. The product is: [F:1][C:2]([F:25])([C:6]([F:24])([F:23])[C:7]([F:22])([F:21])[C:8]([F:20])([F:19])[C:9]([F:18])([F:17])[C:10]([F:16])([F:15])[C:11]([F:14])([F:13])[F:12])[C:3]([O:26][C:27]1[CH:28]=[CH:29][C:30]([C:31]2[CH:32]=[CH:33][C:34]([C:37]3[C:50]4[C:45](=[CH:46][CH:47]=[CH:48][CH:49]=4)[C:44]4[CH:43]=[CH:42][C:41]([C:62]5[CH:63]=[CH:64][CH:65]=[CH:66][CH:67]=5)([C:51]5[CH:56]=[CH:55][C:54]([N:57]6[CH2:61][CH2:60][CH2:59][CH2:58]6)=[CH:53][CH:52]=5)[O:40][C:39]=4[CH:38]=3)=[CH:35][CH:36]=2)=[CH:68][CH:69]=1)=[O:4]. (3) Given the reactants C(N([C:13]1[CH:18]=[CH:17][C:16]([Cl:19])=[CH:15][CH:14]=1)CC(O)=O)(OC(C)(C)C)=O.C1N=CN([C:25]([N:27]2[CH:31]=[N:30][CH:29]=[CH:28]2)=[O:26])C=1.Cl.NC[C:35]1[CH:36]=[C:37]2[C:41](=[CH:42][CH:43]=1)[C:40](=[O:44])[N:39]([CH:45]1[CH2:50][CH2:49][C:48](=[O:51])[NH:47][C:46]1=[O:52])[CH2:38]2.[OH2:53], predict the reaction product. The product is: [Cl:19][C:16]1[CH:15]=[CH:14][C:13]([CH:28]([NH:27][C:25](=[O:26])[O:44][CH2:40][CH2:41][CH2:37][CH3:36])[C:29]([NH:30][CH2:31][C:35]2[CH:36]=[C:37]3[C:41](=[CH:42][CH:43]=2)[C:40](=[O:44])[N:39]([CH:45]2[CH2:50][CH2:49][C:48](=[O:51])[NH:47][C:46]2=[O:52])[CH2:38]3)=[O:53])=[CH:18][CH:17]=1. (4) Given the reactants [CH3:1][C:2]1[N:6]=[C:5]([C:7]2[CH:12]=[CH:11][N:10]3[C:13]4[CH2:19][C@H:18]([NH:20]C(=O)OC(C)(C)C)[C@@H:17]([C:28]5[CH:33]=[C:32]([F:34])[C:31]([F:35])=[CH:30][C:29]=5[F:36])[CH2:16][C:14]=4[N:15]=[C:9]3[CH:8]=2)[NH:4][N:3]=1.Cl, predict the reaction product. The product is: [CH3:1][C:2]1[N:6]=[C:5]([C:7]2[CH:12]=[CH:11][N:10]3[C:13]4[CH2:19][C@H:18]([NH2:20])[C@@H:17]([C:28]5[CH:33]=[C:32]([F:34])[C:31]([F:35])=[CH:30][C:29]=5[F:36])[CH2:16][C:14]=4[N:15]=[C:9]3[CH:8]=2)[NH:4][N:3]=1. (5) Given the reactants [CH2:1](Br)[C:2]1[CH:7]=[CH:6][CH:5]=[CH:4][CH:3]=1.C([O-])([O-])=O.[K+].[K+].[F:15][C:16]1[CH:17]=[C:18]2[C:22](=[CH:23][CH:24]=1)[NH:21][C:20]([CH3:25])=[C:19]2[C:26]1[C:31]2[CH:32]=[CH:33][CH:34]=[CH:35][C:30]=2[S:29](=[O:37])(=[O:36])[NH:28][N:27]=1.Br[CH2:39][C:40]([O:42][C:43]([CH3:46])([CH3:45])[CH3:44])=[O:41], predict the reaction product. The product is: [C:43]([O:42][C:40](=[O:41])[CH2:39][N:21]1[C:22]2[C:18](=[CH:17][C:16]([F:15])=[CH:24][CH:23]=2)[C:19]([C:26]2[C:31]3[CH:32]=[CH:33][CH:34]=[CH:35][C:30]=3[S:29](=[O:36])(=[O:37])[N:28]([CH2:1][C:2]3[CH:7]=[CH:6][CH:5]=[CH:4][CH:3]=3)[N:27]=2)=[C:20]1[CH3:25])([CH3:46])([CH3:45])[CH3:44].